Dataset: Full USPTO retrosynthesis dataset with 1.9M reactions from patents (1976-2016). Task: Predict the reactants needed to synthesize the given product. The reactants are: C(OC(=O)[NH:7][C:8]([C:11](=[O:48])[NH:12][C@@H:13]([C:23]([N:25]1[CH2:30][CH2:29][N:28]2[C:31](=[O:40])[N:32]([CH2:35][C:36]([F:39])([F:38])[F:37])[C:33](=[O:34])[C@:27]2([CH2:41][C:42]2[CH:47]=[CH:46][CH:45]=[CH:44][N:43]=2)[CH2:26]1)=[O:24])[CH2:14][CH2:15][CH2:16][C:17]1[CH:22]=[CH:21][CH:20]=[CH:19][CH:18]=1)([CH3:10])[CH3:9])(C)(C)C.[ClH:50]. Given the product [ClH:50].[NH2:7][C:8]([CH3:10])([CH3:9])[C:11]([NH:12][C@@H:13]([C:23]([N:25]1[CH2:30][CH2:29][N:28]2[C:31](=[O:40])[N:32]([CH2:35][C:36]([F:37])([F:38])[F:39])[C:33](=[O:34])[C@:27]2([CH2:41][C:42]2[CH:47]=[CH:46][CH:45]=[CH:44][N:43]=2)[CH2:26]1)=[O:24])[CH2:14][CH2:15][CH2:16][C:17]1[CH:22]=[CH:21][CH:20]=[CH:19][CH:18]=1)=[O:48], predict the reactants needed to synthesize it.